Predict which catalyst facilitates the given reaction. From a dataset of Catalyst prediction with 721,799 reactions and 888 catalyst types from USPTO. Reactant: Cl[C:2]1[C:7]([CH3:8])=[C:6]([N:9]([CH2:13][CH2:14][CH3:15])[CH2:10][CH2:11][CH3:12])[N:5]2[N:16]=[CH:17][CH:18]=[C:4]2[N:3]=1.[Cl:19][C:20]1[CH:21]=[C:22]([CH3:27])[C:23]([OH:26])=[CH:24][CH:25]=1.C(=O)([O-])[O-].[Cs+].[Cs+]. Product: [Cl:19][C:20]1[CH:25]=[CH:24][C:23]([O:26][C:2]2[C:7]([CH3:8])=[C:6]([N:9]([CH2:13][CH2:14][CH3:15])[CH2:10][CH2:11][CH3:12])[N:5]3[N:16]=[CH:17][CH:18]=[C:4]3[N:3]=2)=[C:22]([CH3:27])[CH:21]=1. The catalyst class is: 42.